From a dataset of Forward reaction prediction with 1.9M reactions from USPTO patents (1976-2016). Predict the product of the given reaction. (1) Given the reactants [Cl:1][C:2]1[CH:7]=[C:6]([Cl:8])[CH:5]=[CH:4][C:3]=1[N:9]1[C:17]2[N:16]=[C:15]([CH2:18][CH3:19])[NH:14][C:13]=2[C:12](=[O:20])[N:11]([CH3:21])[CH2:10]1.C([O-])([O-])=O.[K+].[K+].CS([CH:32]([CH2:36][CH:37]=[CH2:38])[CH2:33][CH:34]=[CH2:35])(=O)=O.CCOCC, predict the reaction product. The product is: [Cl:1][C:2]1[CH:7]=[C:6]([Cl:8])[CH:5]=[CH:4][C:3]=1[N:9]1[C:17]2[N:16]=[C:15]([CH2:18][CH3:19])[N:14]([CH:32]([CH2:36][CH:37]=[CH2:38])[CH2:33][CH:34]=[CH2:35])[C:13]=2[C:12](=[O:20])[N:11]([CH3:21])[CH2:10]1. (2) Given the reactants [S:1]1[CH:5]=[C:4]([C:6]([OH:8])=O)[C:3]2[CH:9]=[CH:10][CH:11]=[CH:12][C:2]1=2.C1C=CC2N(O)N=NC=2C=1.Cl.[CH3:24][O:25][C:26](=[O:46])[CH2:27][CH2:28][CH2:29][N:30]([CH2:38][C:39]1[CH:44]=[CH:43][CH:42]=[C:41]([Cl:45])[CH:40]=1)[C:31]([C@@:33]1([CH3:37])[CH2:36][CH2:35][NH:34]1)=[O:32].C([O-])(O)=O.[Na+], predict the reaction product. The product is: [CH3:24][O:25][C:26](=[O:46])[CH2:27][CH2:28][CH2:29][N:30]([C:31]([C@@:33]1([CH3:37])[CH2:36][CH2:35][N:34]1[C:6]([C:4]1[C:3]2[CH:9]=[CH:10][CH:11]=[CH:12][C:2]=2[S:1][CH:5]=1)=[O:8])=[O:32])[CH2:38][C:39]1[CH:44]=[CH:43][CH:42]=[C:41]([Cl:45])[CH:40]=1. (3) Given the reactants [CH2:1]([C:3]1[CH:8]=[CH:7][C:6]([C@H:9]2[CH2:14][C@@H:13]([C:15]([F:18])([F:17])[F:16])[N:12]3[N:19]=[CH:20][C:21]([C:22]([OH:24])=O)=[C:11]3[NH:10]2)=[CH:5][CH:4]=1)[CH3:2].CN(C(ON1N=N[C:35]2[CH:36]=[CH:37][CH:38]=[N:39][C:34]1=2)=[N+](C)C)C.F[P-](F)(F)(F)(F)F.[CH:49](N(CC)C(C)C)([CH3:51])[CH3:50].[CH3:58]N, predict the reaction product. The product is: [CH3:51][C:49]1[CH:50]=[C:37]([CH:36]=[CH:35][C:34]=1[CH3:58])[CH2:38][NH:39][C:22]([C:21]1[CH:20]=[N:19][N:12]2[C@H:13]([C:15]([F:17])([F:18])[F:16])[CH2:14][C@H:9]([C:6]3[CH:5]=[CH:4][C:3]([CH2:1][CH3:2])=[CH:8][CH:7]=3)[NH:10][C:11]=12)=[O:24]. (4) Given the reactants C[O:2][C:3](=O)[C:4]1[CH:9]=[CH:8][CH:7]=[CH:6][C:5]=1[CH2:10][C:11]#[N:12].[Li+].[BH4-], predict the reaction product. The product is: [OH:2][CH2:3][C:4]1[CH:9]=[CH:8][CH:7]=[CH:6][C:5]=1[CH2:10][C:11]#[N:12]. (5) Given the reactants [C:1]([NH:8][CH2:9][CH2:10][OH:11])([O:3][C:4]([CH3:7])([CH3:6])[CH3:5])=[O:2].C(N(CC)C(C)C)(C)C.[CH3:21][S:22](Cl)(=[O:24])=[O:23].O, predict the reaction product. The product is: [C:4]([O:3][C:1]([NH:8][CH2:9][CH2:10][O:11][S:22]([CH3:21])(=[O:24])=[O:23])=[O:2])([CH3:5])([CH3:6])[CH3:7]. (6) Given the reactants CO[C:3](=[O:18])[CH:4]([O:9][C:10]1[CH:15]=[CH:14][CH:13]=[C:12]([O:16][CH3:17])[CH:11]=1)[C:5]([O:7]C)=O.C[O-].[Na+].Br.[N:23]1([C:29]([NH2:31])=[NH:30])[CH2:28][CH2:27][O:26][CH2:25][CH2:24]1, predict the reaction product. The product is: [CH3:17][O:16][C:12]1[CH:11]=[C:10]([CH:15]=[CH:14][CH:13]=1)[O:9][C:4]1[C:3]([OH:18])=[N:30][C:29]([N:23]2[CH2:28][CH2:27][O:26][CH2:25][CH2:24]2)=[N:31][C:5]=1[OH:7]. (7) Given the reactants C(OC(=O)[NH:7][C:8]1[CH:13]=[CH:12][CH:11]=[CH:10][C:9]=1[NH:14][C:15]([C:17]1[O:18][C:19]2[C:25]([O:26][CH2:27][CH2:28][N:29]3[CH2:34][CH2:33][CH2:32][CH2:31][CH2:30]3)=[CH:24][CH:23]=[CH:22][C:20]=2[CH:21]=1)=[O:16])(C)(C)C.NC1C=CC=CC=1NC(C1SC2C=CC(OCCN(C)C)=CC=2C=1)=O, predict the reaction product. The product is: [NH2:7][C:8]1[CH:13]=[CH:12][CH:11]=[CH:10][C:9]=1[NH:14][C:15]([C:17]1[O:18][C:19]2[C:25]([O:26][CH2:27][CH2:28][N:29]3[CH2:30][CH2:31][CH2:32][CH2:33][CH2:34]3)=[CH:24][CH:23]=[CH:22][C:20]=2[CH:21]=1)=[O:16]. (8) Given the reactants [N:1]1([CH2:6][C:7]2[CH:12]=[CH:11][C:10]([CH2:13][CH2:14][NH2:15])=[CH:9][CH:8]=2)[CH2:5][CH2:4][CH2:3][CH2:2]1.[Cl:16][C:17]1[CH:22]=[CH:21][C:20]([C:23]2[CH:28]=[CH:27][C:26]([C:29](O)=[O:30])=[C:25]([F:32])[CH:24]=2)=[CH:19][CH:18]=1, predict the reaction product. The product is: [N:1]1([CH2:6][C:7]2[CH:12]=[CH:11][C:10]([CH2:13][CH2:14][NH:15][C:29]([C:26]3[CH:27]=[CH:28][C:23]([C:20]4[CH:21]=[CH:22][C:17]([Cl:16])=[CH:18][CH:19]=4)=[CH:24][C:25]=3[F:32])=[O:30])=[CH:9][CH:8]=2)[CH2:5][CH2:4][CH2:3][CH2:2]1. (9) The product is: [CH3:17][Si:14]([O:71][C:1](=[O:2])[N:8]([CH3:9])[CH2:12][C:11]1[CH:46]=[CH:47][C:42]([C:40]([NH:39][C:28]2[CH:29]=[C:30]([C:33]3[CH:38]=[CH:37][CH:36]=[CH:35][CH:34]=3)[CH:31]=[CH:32][C:27]=2[NH2:23])=[O:41])=[CH:43][CH:44]=1)([CH3:15])[CH3:16]. Given the reactants [C:1]([N:8]1[CH:12]=[CH:11]N=[CH:9]1)(N1C=CN=C1)=[O:2].C[Si:14]([CH2:17]O)([CH3:16])[CH3:15].CC([N:23]([C:27]1[CH:32]=[CH:31][C:30]([C:33]2[CH:38]=[CH:37][CH:36]=[CH:35][CH:34]=2)=[CH:29][C:28]=1[NH:39][C:40]([C:42]1[CH:47]=[CH:46]C(CN)=[CH:44][CH:43]=1)=[O:41])C(=O)[O-])(C)C.C1CCN2C(=NCCC2)CC1.C(N(CC)CC)C.C1C[O:71]CC1, predict the reaction product. (10) Given the reactants C([O-])([O-])=O.[Na+].[Na+].Br[C:8]1[C:13]([F:14])=[CH:12][C:11](Br)=[CH:10][N:9]=1.[F:16][C:17]1[CH:18]=[C:19](B(O)O)[CH:20]=[CH:21][C:22]=1[O:23][CH3:24].[C:28]([Zn]C#N)#[N:29], predict the reaction product. The product is: [F:14][C:13]1[C:8]([C:19]2[CH:20]=[CH:21][C:22]([O:23][CH3:24])=[C:17]([F:16])[CH:18]=2)=[N:9][CH:10]=[C:11]([CH:12]=1)[C:28]#[N:29].